Dataset: Peptide-MHC class I binding affinity with 185,985 pairs from IEDB/IMGT. Task: Regression. Given a peptide amino acid sequence and an MHC pseudo amino acid sequence, predict their binding affinity value. This is MHC class I binding data. (1) The MHC is Mamu-B17 with pseudo-sequence Mamu-B17. The binding affinity (normalized) is 0.113. The peptide sequence is FPFKYAAAK. (2) The binding affinity (normalized) is 0.213. The peptide sequence is RPEFVKLTM. The MHC is HLA-B58:01 with pseudo-sequence HLA-B58:01. (3) The peptide sequence is WTEQYKFQA. The MHC is HLA-A01:01 with pseudo-sequence HLA-A01:01. The binding affinity (normalized) is 0.0835. (4) The peptide sequence is QARQMVQAM. The MHC is HLA-A11:01 with pseudo-sequence HLA-A11:01. The binding affinity (normalized) is 0.0847. (5) The peptide sequence is LLWFLTGTFV. The MHC is HLA-A02:01 with pseudo-sequence HLA-A02:01. The binding affinity (normalized) is 1.00. (6) The peptide sequence is HSSTWHYDDE. The MHC is HLA-B58:01 with pseudo-sequence HLA-B58:01. The binding affinity (normalized) is 0.375. (7) The peptide sequence is MGKTITDVK. The MHC is HLA-A02:06 with pseudo-sequence HLA-A02:06. The binding affinity (normalized) is 0.476.